This data is from Full USPTO retrosynthesis dataset with 1.9M reactions from patents (1976-2016). The task is: Predict the reactants needed to synthesize the given product. (1) Given the product [Cl:31][C:16]1[N:17]=[CH:18][C:13]([NH:12][CH:8]([C:4]2[CH:3]=[C:2]([NH:1][C:27](=[O:29])[CH3:28])[CH:7]=[CH:6][CH:5]=2)[CH2:9][CH2:10][CH3:11])=[N:14][CH:15]=1, predict the reactants needed to synthesize it. The reactants are: [NH2:1][C:2]1[CH:3]=[C:4]([CH:8]([NH:12][C:13]2[CH:18]=[N:17][CH:16]=[C:15](Cl)[N:14]=2)[CH2:9][CH2:10][CH3:11])[CH:5]=[CH:6][CH:7]=1.C(N(CC)CC)C.[C:27](Cl)(=[O:29])[CH3:28].[Cl:31]CCl. (2) Given the product [Cl:17][C:5]1[C:6]2[N:7]=[C:8]([S:12][CH3:13])[N:9]=[CH:10][C:11]=2[C:2]([CH3:1])=[CH:3][N:4]=1, predict the reactants needed to synthesize it. The reactants are: [CH3:1][C:2]1[C:11]2[CH:10]=[N:9][C:8]([S:12][CH3:13])=[N:7][C:6]=2[C:5](=O)[NH:4][CH:3]=1.O=P(Cl)(Cl)[Cl:17]. (3) The reactants are: C(N(CC)CC)C.[CH:8]([C:10]1[C:18]2[C:13](=[CH:14][CH:15]=[C:16]([O:19][CH3:20])[CH:17]=2)[N:12](C(OC(C)(C)C)=O)[CH:11]=1)=[O:9].[CH:28](=[N:35][C:36]1[CH:41]=[CH:40][CH:39]=[C:38]([O:42][CH3:43])[CH:37]=1)[C:29]1[CH:34]=[CH:33][CH:32]=[CH:31][CH:30]=1. Given the product [CH3:20][O:19][C:16]1[CH:17]=[C:18]2[C:13](=[CH:14][CH:15]=1)[NH:12][CH:11]=[C:10]2[C:8](=[O:9])[CH:28]([NH:35][C:36]1[CH:41]=[CH:40][CH:39]=[C:38]([O:42][CH3:43])[CH:37]=1)[C:29]1[CH:30]=[CH:31][CH:32]=[CH:33][CH:34]=1, predict the reactants needed to synthesize it.